From a dataset of Forward reaction prediction with 1.9M reactions from USPTO patents (1976-2016). Predict the product of the given reaction. (1) Given the reactants Cl[CH2:2][CH2:3][O:4][C:5]1[CH:14]=[C:13]2[C:8]([C:9]([NH:15][C:16]3[C:21]([Cl:22])=[CH:20][CH:19]=[C:18]4[O:23][CH2:24][O:25][C:17]=34)=[N:10][CH:11]=[N:12]2)=[C:7]([O:26][CH:27]([CH3:29])[CH3:28])[CH:6]=1.[C:30]([N:33]1[CH2:38][CH2:37][NH:36][CH2:35][CH2:34]1)(=[O:32])[CH3:31].[I-].[K+], predict the reaction product. The product is: [C:30]([N:33]1[CH2:38][CH2:37][N:36]([CH2:2][CH2:3][O:4][C:5]2[CH:14]=[C:13]3[C:8]([C:9]([NH:15][C:16]4[C:21]([Cl:22])=[CH:20][CH:19]=[C:18]5[O:23][CH2:24][O:25][C:17]=45)=[N:10][CH:11]=[N:12]3)=[C:7]([O:26][CH:27]([CH3:28])[CH3:29])[CH:6]=2)[CH2:35][CH2:34]1)(=[O:32])[CH3:31]. (2) Given the reactants [NH2:1][C:2]1[CH:7]=[CH:6][CH:5]=[CH:4][C:3]=1[SH:8].C(N(C(C)C)CC)(C)C.[Cl:18][CH2:19][CH2:20][CH2:21][CH2:22][CH2:23][C:24](Cl)=O, predict the reaction product. The product is: [Cl:18][CH2:19][CH2:20][CH2:21][CH2:22][CH2:23][C:24]1[S:8][C:3]2[CH:4]=[CH:5][CH:6]=[CH:7][C:2]=2[N:1]=1. (3) The product is: [CH2:1]([O:3][C:4](=[O:24])[CH2:5][CH:6]1[CH2:11][CH2:10][CH:9]([C:12]2[CH:17]=[CH:16][C:15]([C:18]3[O:23][C:52]([NH:51][C:47]4[CH:48]=[CH:49][CH:50]=[C:45]([Cl:44])[CH:46]=4)=[N:20][CH:19]=3)=[CH:14][CH:13]=2)[CH2:8][CH2:7]1)[CH3:2]. Given the reactants [CH2:1]([O:3][C:4](=[O:24])[CH2:5][CH:6]1[CH2:11][CH2:10][CH:9]([C:12]2[CH:17]=[CH:16][C:15]([C:18](=[O:23])[CH2:19][N:20]=[N+]=[N-])=[CH:14][CH:13]=2)[CH2:8][CH2:7]1)[CH3:2].C1(P(C2C=CC=CC=2)C2C=CC=CC=2)C=CC=CC=1.[Cl:44][C:45]1[CH:50]=[CH:49][CH:48]=[C:47]([N:51]=[C:52]=S)[CH:46]=1.O, predict the reaction product.